From a dataset of Full USPTO retrosynthesis dataset with 1.9M reactions from patents (1976-2016). Predict the reactants needed to synthesize the given product. (1) The reactants are: [N+](C1C=CC(C([O:10][CH:11]2[CH2:16][CH2:15][C:14]([N:18]3[CH2:22][CH2:21][CH:20]([CH2:23][C:24]4[CH:29]=[CH:28][C:27]([Cl:30])=[CH:26][C:25]=4[Cl:31])[C:19]3=[O:32])([CH3:17])[CH2:13][CH2:12]2)=O)=CC=1)([O-])=O.C([O-])([O-])=O.[K+].[K+]. Given the product [Cl:31][C:25]1[CH:26]=[C:27]([Cl:30])[CH:28]=[CH:29][C:24]=1[CH2:23][CH:20]1[CH2:21][CH2:22][N:18]([C:14]2([CH3:17])[CH2:15][CH2:16][CH:11]([OH:10])[CH2:12][CH2:13]2)[C:19]1=[O:32], predict the reactants needed to synthesize it. (2) Given the product [F:25][C:20]1[CH:19]=[C:18]([CH:23]=[C:22]([F:24])[CH:21]=1)[CH2:17][N:14]1[C:15]2[C:11](=[CH:10][CH:9]=[C:8]([NH2:7])[CH:16]=2)[C:12]([S:26][C:27]2[CH:32]=[CH:31][CH:30]=[CH:29][C:28]=2[N+:33]([O-:35])=[O:34])=[CH:13]1, predict the reactants needed to synthesize it. The reactants are: C(OC(=O)[NH:7][C:8]1[CH:16]=[C:15]2[C:11]([C:12]([S:26][C:27]3[CH:32]=[CH:31][CH:30]=[CH:29][C:28]=3[N+:33]([O-:35])=[O:34])=[CH:13][N:14]2[CH2:17][C:18]2[CH:23]=[C:22]([F:24])[CH:21]=[C:20]([F:25])[CH:19]=2)=[CH:10][CH:9]=1)(C)(C)C. (3) Given the product [F:48][C:28]1[CH:27]=[C:26]([NH:25][C:52]([NH:21][C:3]2[C:7]([C:11]([F:12])([F:13])[F:14])=[CH:8][CH:9]=[CH:10][C:2]=2[F:1])=[O:51])[CH:31]=[CH:30][C:29]=1[C:32]1[CH:40]=[CH:39][C:38]([C:41]2[NH:42][C:43]([CH3:46])=[CH:44][N:45]=2)=[C:37]2[C:33]=1[CH2:34][NH:35][C:36]2=[O:47], predict the reactants needed to synthesize it. The reactants are: [F:1][C:2]1[CH:10]=[CH:9][CH:8]=[C:7]([C:11]([F:14])([F:13])[F:12])[C:3]=1C(O)=O.P(Cl)(Cl)(Cl)(Cl)Cl.[N-:21]=[N+]=[N-].[Na+].[NH2:25][C:26]1[CH:31]=[CH:30][C:29]([C:32]2[CH:40]=[CH:39][C:38]([C:41]3[NH:42][C:43]([CH3:46])=[CH:44][N:45]=3)=[C:37]3[C:33]=2[CH2:34][NH:35][C:36]3=[O:47])=[C:28]([F:48])[CH:27]=1.C([O:51][CH2:52]C)C. (4) Given the product [F:53][C:54]1[CH:61]=[CH:60][C:57]([CH2:58][NH:59][C:43]([C:42]2[CH:47]=[CH:48][CH:49]=[C:40]([C:9]3[C:10]4[C:15](=[CH:14][CH:13]=[C:12]([C:16]5[N:20]=[CH:19][N:18]([C:21]([C:28]6[CH:29]=[CH:30][CH:31]=[CH:32][CH:33]=6)([C:34]6[CH:39]=[CH:38][CH:37]=[CH:36][CH:35]=6)[C:22]6[CH:27]=[CH:26][CH:25]=[CH:24][CH:23]=6)[N:17]=5)[CH:11]=4)[N:7]([CH:2]4[CH2:3][CH2:4][CH2:5][CH2:6][O:1]4)[N:8]=3)[CH:41]=2)=[O:44])=[CH:56][CH:55]=1, predict the reactants needed to synthesize it. The reactants are: [O:1]1[CH2:6][CH2:5][CH2:4][CH2:3][CH:2]1[N:7]1[C:15]2[C:10](=[CH:11][C:12]([C:16]3[N:20]=[CH:19][N:18]([C:21]([C:34]4[CH:39]=[CH:38][CH:37]=[CH:36][CH:35]=4)([C:28]4[CH:33]=[CH:32][CH:31]=[CH:30][CH:29]=4)[C:22]4[CH:27]=[CH:26][CH:25]=[CH:24][CH:23]=4)[N:17]=3)=[CH:13][CH:14]=2)[C:9]([C:40]2[CH:41]=[C:42]([CH:47]=[CH:48][CH:49]=2)[C:43](OC)=[O:44])=[N:8]1.O.[OH-].[Li+].[F:53][C:54]1[CH:61]=[CH:60][C:57]([CH2:58][NH2:59])=[CH:56][CH:55]=1.O.ON1C2C=CC=CC=2N=N1. (5) Given the product [OH:25][C:22]([C:21]1[CH:20]=[C:19]2[N:7]([CH2:8][C:9]3[C:10]2=[N:11][C:12]2[C:17]([CH:18]=3)=[CH:16][CH:15]=[CH:14][CH:13]=2)[C:6](=[O:26])[C:5]=1[CH2:4][OH:3])([CH2:23][CH3:24])[CH2:36][C:37]([O:39][CH2:40][CH3:41])=[O:38], predict the reactants needed to synthesize it. The reactants are: C([O:3][CH2:4][C:5]1[C:6](=[O:26])[N:7]2[C:19](=[CH:20][C:21]=1[C:22](=[O:25])[CH2:23][CH3:24])[C:10]1=[N:11][C:12]3[C:17]([CH:18]=[C:9]1[CH2:8]2)=[CH:16][CH:15]=[CH:14][CH:13]=3)=O.C1(C=CC(O)=CC=1)O.Br[CH2:36][C:37]([O:39][CH2:40][CH3:41])=[O:38].II.[Cl-].[NH4+]. (6) Given the product [F:1][C:2]([F:29])([C:22]1[CH:27]=[CH:26][C:25]([F:28])=[CH:24][CH:23]=1)[C:3]1[N:4]=[C:5]([NH:15][C:16]2[CH:20]=[C:19]([CH3:21])[NH:18][N:17]=2)[C:6]2[S:11][C:10]([C:30]#[N:31])=[N:9][C:7]=2[N:8]=1, predict the reactants needed to synthesize it. The reactants are: [F:1][C:2]([F:29])([C:22]1[CH:27]=[CH:26][C:25]([F:28])=[CH:24][CH:23]=1)[C:3]1[N:4]=[C:5]([NH:15][C:16]2[CH:20]=[C:19]([CH3:21])[NH:18][N:17]=2)[C:6]2[S:11][C:10](S(C)=O)=[N:9][C:7]=2[N:8]=1.[C-:30]#[N:31].[K+].